From a dataset of Peptide-MHC class II binding affinity with 134,281 pairs from IEDB. Regression. Given a peptide amino acid sequence and an MHC pseudo amino acid sequence, predict their binding affinity value. This is MHC class II binding data. (1) The peptide sequence is DNLFPKVAPQAISSV. The MHC is DRB1_1501 with pseudo-sequence DRB1_1501. The binding affinity (normalized) is 0.0847. (2) The peptide sequence is RLLDILEAIKLIRKK. The MHC is DRB1_1501 with pseudo-sequence DRB1_1501. The binding affinity (normalized) is 0.619. (3) The peptide sequence is PRLLYAKSSPAYPSV. The MHC is HLA-DQA10501-DQB10301 with pseudo-sequence HLA-DQA10501-DQB10301. The binding affinity (normalized) is 0.763. (4) The peptide sequence is ALLIIPPKIHISIEL. The MHC is DRB1_0101 with pseudo-sequence DRB1_0101. The binding affinity (normalized) is 0.402. (5) The peptide sequence is LSISSKVATKSFMSE. The MHC is H-2-IAd with pseudo-sequence H-2-IAd. The binding affinity (normalized) is 0.517. (6) The peptide sequence is NRQILDNAAKYVEHD. The MHC is DRB1_1201 with pseudo-sequence DRB1_1201. The binding affinity (normalized) is 0.481. (7) The peptide sequence is YDKFLANVSLVLTGK. The MHC is DRB1_0405 with pseudo-sequence DRB1_0405. The binding affinity (normalized) is 0.582. (8) The peptide sequence is NNAHHVCWLEASMLL. The MHC is HLA-DQA10601-DQB10402 with pseudo-sequence HLA-DQA10601-DQB10402. The binding affinity (normalized) is 0.483. (9) The peptide sequence is AAEQLWVTVYYGVPVWK. The MHC is HLA-DQA10401-DQB10402 with pseudo-sequence HLA-DQA10401-DQB10402. The binding affinity (normalized) is 0.403. (10) The peptide sequence is SQDLELSWNLNGLQAH. The MHC is DRB1_0401 with pseudo-sequence DRB1_0401. The binding affinity (normalized) is 0.472.